From a dataset of Reaction yield outcomes from USPTO patents with 853,638 reactions. Predict the reaction yield, written as a fraction of the theoretical maximum amount of product (1.0 means a 100% yield; for example, 0.34 means a 34% yield). (1) The reactants are CCN(C(C)C)C(C)C.[C:10]1([C:16]2[CH:24]=[CH:23][C:19]([C:20](Cl)=[O:21])=[CH:18][CH:17]=2)[CH:15]=[CH:14][CH:13]=[CH:12][CH:11]=1.[CH2:25]([O:27][C:28](=[O:37])[C@@:29]([CH3:36])([C:32]([NH:34][CH3:35])=[O:33])[NH:30][CH3:31])[CH3:26].C(=O)([O-])O.[Na+]. The catalyst is C(Cl)(Cl)Cl. The product is [CH2:25]([O:27][C:28](=[O:37])[C:29]([N:30]([CH3:31])[C:20]([C:19]1[CH:23]=[CH:24][C:16]([C:10]2[CH:15]=[CH:14][CH:13]=[CH:12][CH:11]=2)=[CH:17][CH:18]=1)=[O:21])([CH3:36])[C:32]([NH:34][CH3:35])=[O:33])[CH3:26]. The yield is 0.660. (2) The reactants are [NH2:1][CH2:2][C:3]1[CH:4]=[CH:5][C:6]([O:9][C:10]2[CH:11]=[C:12]([CH3:26])[C:13]3[CH:17]([CH2:18][C:19]([O:21]CC)=[O:20])[O:16][B:15]([OH:24])[C:14]=3[CH:25]=2)=[N:7][CH:8]=1.[OH-].[Na+]. The catalyst is CO.C1COCC1. The product is [NH2:1][CH2:2][C:3]1[CH:4]=[CH:5][C:6]([O:9][C:10]2[CH:11]=[C:12]([CH3:26])[C:13]3[CH:17]([CH2:18][C:19]([OH:21])=[O:20])[O:16][B:15]([OH:24])[C:14]=3[CH:25]=2)=[N:7][CH:8]=1. The yield is 0.780. (3) The reactants are [Br:1][C:2]1[CH:10]=[CH:9][C:5]([C:6]([OH:8])=[O:7])=[C:4]([CH3:11])[CH:3]=1.Cl.[CH3:13]O. No catalyst specified. The product is [Br:1][C:2]1[CH:10]=[CH:9][C:5]([C:6]([O:8][CH3:13])=[O:7])=[C:4]([CH3:11])[CH:3]=1. The yield is 0.620. (4) The reactants are Br[C:2]1[CH:3]=[C:4]([C:8]2([C:18]3[CH:23]=[CH:22][N:21]=[CH:20][C:19]=3[F:24])[C:16]3[C:11](=[CH:12][CH:13]=[CH:14][CH:15]=3)[C:10]([NH2:17])=[N:9]2)[CH:5]=[CH:6][CH:7]=1.[F:25][C:26]1[CH:31]=[CH:30][C:29]([O:32][CH3:33])=[CH:28][C:27]=1B(O)O. No catalyst specified. The product is [F:25][C:26]1[CH:31]=[CH:30][C:29]([O:32][CH3:33])=[CH:28][C:27]=1[C:2]1[CH:7]=[CH:6][CH:5]=[C:4]([C:8]2([C:18]3[CH:23]=[CH:22][N:21]=[CH:20][C:19]=3[F:24])[C:16]3[C:11](=[CH:12][CH:13]=[CH:14][CH:15]=3)[C:10]([NH2:17])=[N:9]2)[CH:3]=1. The yield is 0.730. (5) The reactants are Cl.[CH3:2][NH:3][O:4][CH3:5].Cl.CN(C)CCCN=C=NCC.C(N(CC)CC)C.[CH3:25][S:26][C:27]1[CH:35]=[CH:34][CH:33]=[CH:32][C:28]=1[C:29](O)=[O:30]. The catalyst is C(Cl)Cl. The product is [CH3:5][O:4][N:3]([CH3:2])[C:29]([C:28]1[CH:32]=[CH:33][CH:34]=[CH:35][C:27]=1[S:26][CH3:25])=[O:30]. The yield is 0.820. (6) The reactants are Br[CH2:2][C:3]([C:5]1[CH:6]=[CH:7][C:8]([F:15])=[C:9]([S:11]([NH2:14])(=[O:13])=[O:12])[CH:10]=1)=[O:4].[BH4-].[Na+].[OH-].[Na+].Cl. The catalyst is CO. The product is [F:15][C:8]1[CH:7]=[CH:6][C:5]([CH:3]2[CH2:2][O:4]2)=[CH:10][C:9]=1[S:11]([NH2:14])(=[O:13])=[O:12]. The yield is 0.480. (7) The reactants are [I:1][CH2:2][CH2:3][CH2:4][C:5]([C:7]1[CH:12]=[CH:11][C:10]([C:13]([CH3:18])([CH3:17])[C:14]([OH:16])=[O:15])=[CH:9][CH:8]=1)=[O:6].[CH3:19]COCC. The catalyst is CC(O)=O. The yield is 0.960. The product is [I:1][CH2:2][CH2:3][CH2:4][C:5]([C:7]1[CH:12]=[CH:11][C:10]([C:13]([CH3:18])([CH3:17])[C:14]([O:16][CH3:19])=[O:15])=[CH:9][CH:8]=1)=[O:6]. (8) The reactants are [CH2:1]([O:8][N:9]1[C:15](=[O:16])[N:14]2[CH2:17][C@H:10]1[CH2:11][CH2:12][C@H:13]2[C:18]([OH:20])=O)[C:2]1[CH:7]=[CH:6][CH:5]=[CH:4][CH:3]=1.[NH2:21][N:22]1[CH2:27][CH2:26][CH2:25][CH2:24][C:23]1=[O:28].C1C=CC2N(O)N=NC=2C=1.CCN=C=NCCCN(C)C. The catalyst is C(Cl)Cl.CN(C1C=CN=CC=1)C. The product is [CH2:1]([O:8][N:9]1[C:15](=[O:16])[N:14]2[CH2:17][C@H:10]1[CH2:11][CH2:12][C@H:13]2[C:18]([NH:21][N:22]1[CH2:27][CH2:26][CH2:25][CH2:24][C:23]1=[O:28])=[O:20])[C:2]1[CH:3]=[CH:4][CH:5]=[CH:6][CH:7]=1. The yield is 0.820. (9) The reactants are [CH3:1][O:2][C:3]1[CH:4]=[C:5]2[C:10](=[CH:11][C:12]=1[O:13][CH2:14][CH2:15][CH2:16]Cl)[N:9]=[CH:8][NH:7][C:6]2=[O:18].[NH:19]1[CH2:24][CH2:23][CH2:22][CH2:21][CH2:20]1. The catalyst is C(O)C. The product is [CH3:1][O:2][C:3]1[CH:4]=[C:5]2[C:10](=[CH:11][C:12]=1[O:13][CH2:14][CH2:15][CH2:16][N:19]1[CH2:24][CH2:23][CH2:22][CH2:21][CH2:20]1)[N:9]=[CH:8][NH:7][C:6]2=[O:18]. The yield is 0.870.